Dataset: Peptide-MHC class I binding affinity with 185,985 pairs from IEDB/IMGT. Task: Regression. Given a peptide amino acid sequence and an MHC pseudo amino acid sequence, predict their binding affinity value. This is MHC class I binding data. (1) The peptide sequence is AFPTSCHM. The MHC is HLA-B45:01 with pseudo-sequence HLA-B45:01. The binding affinity (normalized) is 0. (2) The peptide sequence is AVYSICKFY. The MHC is HLA-A03:01 with pseudo-sequence HLA-A03:01. The binding affinity (normalized) is 0.474. (3) The peptide sequence is YSRVNHAKY. The MHC is Mamu-B01 with pseudo-sequence Mamu-B01. The binding affinity (normalized) is 0. (4) The peptide sequence is SAKQLRTRIR. The binding affinity (normalized) is 0. The MHC is HLA-A03:01 with pseudo-sequence HLA-A03:01. (5) The peptide sequence is GYDRRGEKY. The MHC is HLA-A11:01 with pseudo-sequence HLA-A11:01. The binding affinity (normalized) is 0.0847. (6) The peptide sequence is EVFFGLSRY. The MHC is HLA-B45:06 with pseudo-sequence HLA-B45:06. The binding affinity (normalized) is 0.213.